Dataset: Catalyst prediction with 721,799 reactions and 888 catalyst types from USPTO. Task: Predict which catalyst facilitates the given reaction. (1) Reactant: [CH2:1]([O:8][C@@H:9]1[C@@H:14]([O:15][CH2:16][C:17]2[CH:22]=[CH:21][CH:20]=[CH:19][CH:18]=2)[C@H:13]([O:23][CH2:24][C:25]2[CH:30]=[CH:29][CH:28]=[CH:27][CH:26]=2)[C@@H:12]([CH2:31][C:32](=[S:34])[CH3:33])[O:11][C@@H:10]1[O:35][CH2:36][CH2:37][CH2:38][OH:39])[C:2]1[CH:7]=[CH:6][CH:5]=[CH:4][CH:3]=1.[C:40](Cl)(=[O:58])[CH2:41][CH2:42][CH2:43][CH2:44][CH2:45][CH2:46][CH2:47][CH2:48][CH2:49][CH2:50][CH2:51][CH2:52][CH2:53][CH2:54][CH2:55][CH2:56][CH3:57].N1C=CC=CC=1.CO. Product: [CH2:1]([O:8][C@@H:9]1[C@@H:14]([O:15][CH2:16][C:17]2[CH:22]=[CH:21][CH:20]=[CH:19][CH:18]=2)[C@H:13]([O:23][CH2:24][C:25]2[CH:26]=[CH:27][CH:28]=[CH:29][CH:30]=2)[C@@H:12]([CH2:31][C:32](=[S:34])[CH3:33])[O:11][C@@H:10]1[O:35][CH2:36][CH2:37][CH2:38][O:39][C:40](=[O:58])[CH2:41][CH2:42][CH2:43][CH2:44][CH2:45][CH2:46][CH2:47][CH2:48][CH2:49][CH2:50][CH2:51][CH2:52][CH2:53][CH2:54][CH2:55][CH2:56][CH3:57])[C:2]1[CH:7]=[CH:6][CH:5]=[CH:4][CH:3]=1. The catalyst class is: 4. (2) Reactant: [O:1]1[CH2:3][CH:2]1[C:4]1[CH:5]=[N:6][CH:7]=[CH:8][CH:9]=1.[CH2:10]([NH:17][CH:18]1[CH2:24][CH2:23][CH2:22][C:21]2[CH:25]=[CH:26][C:27]([O:29][CH3:30])=[CH:28][C:20]=2[CH2:19]1)[C:11]1[CH:16]=[CH:15][CH:14]=[CH:13][CH:12]=1. Product: [CH2:10]([N:17]([CH2:3][CH:2]([C:4]1[CH:5]=[N:6][CH:7]=[CH:8][CH:9]=1)[OH:1])[CH:18]1[CH2:24][CH2:23][CH2:22][C:21]2[CH:25]=[CH:26][C:27]([O:29][CH3:30])=[CH:28][C:20]=2[CH2:19]1)[C:11]1[CH:12]=[CH:13][CH:14]=[CH:15][CH:16]=1. The catalyst class is: 8. (3) Reactant: [Br:1][C:2]1[N:7]=[C:6](/[CH:8]=[C:9](\[C:47]#[N:48])/[C:10]([NH:12][CH:13]([C:17]2[CH:46]=[CH:45][C:20]([O:21][CH2:22][CH2:23][O:24][CH2:25][CH2:26][O:27][CH2:28][CH2:29][N:30]([C:38](OC(C)(C)C)=[O:39])C(OC(C)(C)C)=O)=[CH:19][CH:18]=2)[CH2:14][CH2:15][CH3:16])=[O:11])[CH:5]=[CH:4][CH:3]=1.FC(F)(F)C(O)=O.C1C(=O)N(OC([CH2:66][CH2:67][CH2:68][CH2:69][C@@H:70]2[S:74][CH2:73][C@@H:72]3[NH:75][C:76]([NH:78][C@H:71]23)=[O:77])=O)C(=O)C1.CCN(C(C)C)C(C)C. Product: [Br:1][C:2]1[N:7]=[C:6](/[CH:8]=[C:9](\[C:47]#[N:48])/[C:10]([NH:12][CH:13]([C:17]2[CH:18]=[CH:19][C:20]([O:21][CH2:22][CH2:23][O:24][CH2:25][CH2:26][O:27][CH2:28][CH2:29][NH:30][C:38](=[O:39])[CH2:66][CH2:67][CH2:68][CH2:69][C@H:70]3[C@@H:71]4[C@@H:72]([NH:75][C:76](=[O:77])[NH:78]4)[CH2:73][S:74]3)=[CH:45][CH:46]=2)[CH2:14][CH2:15][CH3:16])=[O:11])[CH:5]=[CH:4][CH:3]=1. The catalyst class is: 4. (4) Reactant: C1COCC1.[CH3:6][C:7]1[C:12]([C:13](OC)=[O:14])=[CH:11][C:10]([Cl:17])=[CH:9][N:8]=1.[H-].[Li+].[B+3].[H-].[H-].[H-]. The catalyst class is: 6. Product: [Cl:17][C:10]1[CH:11]=[C:12]([CH2:13][OH:14])[C:7]([CH3:6])=[N:8][CH:9]=1. (5) Reactant: Cl.[N:2]1([C:8]2[CH:9]=[N:10][C:11]3[C:16]([CH:17]=2)=[CH:15][CH:14]=[CH:13][CH:12]=3)[CH2:7][CH2:6][NH:5][CH2:4][CH2:3]1.[CH:18]1([O:23][C:24]2[CH:32]=[CH:31][C:30]([S:33]([CH3:36])(=[O:35])=[O:34])=[CH:29][C:25]=2[C:26](O)=[O:27])[CH2:22][CH2:21][CH2:20][CH2:19]1.C(OCC)(=O)C. Product: [CH:18]1([O:23][C:24]2[CH:32]=[CH:31][C:30]([S:33]([CH3:36])(=[O:34])=[O:35])=[CH:29][C:25]=2[C:26]([N:5]2[CH2:4][CH2:3][N:2]([C:8]3[CH:9]=[N:10][C:11]4[C:16]([CH:17]=3)=[CH:15][CH:14]=[CH:13][CH:12]=4)[CH2:7][CH2:6]2)=[O:27])[CH2:19][CH2:20][CH2:21][CH2:22]1. The catalyst class is: 10. (6) Reactant: [F:1][C:2]1[CH:7]=[CH:6][C:5]([N:8]2[CH2:12][C@@H:11]([C:13]3[CH:18]=[CH:17][CH:16]=[CH:15][CH:14]=3)[N:10]([CH:19]3[CH2:24][CH2:23][NH:22][CH2:21][CH2:20]3)[C:9]2=[O:25])=[CH:4][CH:3]=1.Br[CH2:27][C:28]1[CH:29]=[CH:30][C:31]([O:34][C:35]2[CH:42]=[CH:41][C:38]([C:39]#[N:40])=[CH:37][CH:36]=2)=[N:32][CH:33]=1.CCN(C(C)C)C(C)C. Product: [F:1][C:2]1[CH:7]=[CH:6][C:5]([N:8]2[CH2:12][C@@H:11]([C:13]3[CH:14]=[CH:15][CH:16]=[CH:17][CH:18]=3)[N:10]([CH:19]3[CH2:20][CH2:21][N:22]([CH2:27][C:28]4[CH:29]=[CH:30][C:31]([O:34][C:35]5[CH:42]=[CH:41][C:38]([C:39]#[N:40])=[CH:37][CH:36]=5)=[N:32][CH:33]=4)[CH2:23][CH2:24]3)[C:9]2=[O:25])=[CH:4][CH:3]=1. The catalyst class is: 23. (7) Reactant: O[CH2:2][C:3]1[C:4]([C:23]2[CH:28]=[CH:27][C:26]([CH3:29])=[CH:25][CH:24]=2)=[C:5]([CH2:14][NH:15][C:16](=[O:22])[O:17][C:18]([CH3:21])([CH3:20])[CH3:19])[C:6]([CH2:10][CH:11]([CH3:13])[CH3:12])=[N:7][C:8]=1[CH3:9].[NH:30]1[CH2:36][C:34](=[O:35])[NH:33][C:31]1=[O:32].C(P(CCCC)CCCC)CCC.N(C(N1CCCCC1)=O)=NC(N1CCCCC1)=O. Product: [O:32]=[C:31]1[NH:30][CH2:36][C:34](=[O:35])[N:33]1[CH2:2][C:3]1[C:4]([C:23]2[CH:28]=[CH:27][C:26]([CH3:29])=[CH:25][CH:24]=2)=[C:5]([CH2:14][NH:15][C:16](=[O:22])[O:17][C:18]([CH3:19])([CH3:20])[CH3:21])[C:6]([CH2:10][CH:11]([CH3:12])[CH3:13])=[N:7][C:8]=1[CH3:9]. The catalyst class is: 7.